Dataset: Reaction yield outcomes from USPTO patents with 853,638 reactions. Task: Predict the reaction yield, written as a fraction of the theoretical maximum amount of product (1.0 means a 100% yield; for example, 0.34 means a 34% yield). (1) The yield is 0.390. The catalyst is CCCC[N+](CCCC)(CCCC)CCCC.[F-]. The product is [CH3:47][N:45]1[CH:46]=[C:42]([C:40]2[CH:39]=[N:38][C:25]3[NH:26][C:27]4[CH:28]=[N:29][C:21]([C:16]5[CH:17]=[N:18][CH:19]=[CH:20][C:15]=5[O:14][CH:11]5[CH2:10][CH2:9][NH:8][CH2:13][CH2:12]5)=[CH:22][C:23]=4[C:24]=3[CH:41]=2)[CH:43]=[N:44]1. The reactants are C(OC([N:8]1[CH2:13][CH2:12][CH:11]([O:14][C:15]2[CH:20]=[CH:19][N:18]=[CH:17][C:16]=2[C:21]2[N:29]=[CH:28][C:27]3[N:26](COCC[Si](C)(C)C)[C:25]4[N:38]=[CH:39][C:40]([C:42]5[CH:43]=[N:44][N:45]([CH3:47])[CH:46]=5)=[CH:41][C:24]=4[C:23]=3[CH:22]=2)[CH2:10][CH2:9]1)=O)(C)(C)C. (2) The reactants are Cl.[NH2:2][CH2:3][C:4]1[CH:9]=[CH:8][C:7]([OH:10])=[CH:6][C:5]=1[F:11].[O:12]1[C:16]2[CH:17]=[CH:18][C:19]([O:21][C:22]3[N:30]=[CH:29][CH:28]=[CH:27][C:23]=3[C:24](O)=[O:25])=[CH:20][C:15]=2[O:14][CH2:13]1.O.ON1C2C=CC=CC=2N=N1.Cl.CN(C)CCCN=C=NCC.C(N(CC)CC)C.[OH-].[Li+].[OH-].[Na+]. The catalyst is CN(C)C=O.CO.O. The product is [O:12]1[C:16]2[CH:17]=[CH:18][C:19]([O:21][C:22]3[N:30]=[CH:29][CH:28]=[CH:27][C:23]=3[C:24]([NH:2][CH2:3][C:4]3[CH:9]=[CH:8][C:7]([OH:10])=[CH:6][C:5]=3[F:11])=[O:25])=[CH:20][C:15]=2[O:14][CH2:13]1. The yield is 0.550.